From a dataset of Peptide-MHC class II binding affinity with 134,281 pairs from IEDB. Regression. Given a peptide amino acid sequence and an MHC pseudo amino acid sequence, predict their binding affinity value. This is MHC class II binding data. The peptide sequence is LMVVVIPEPGQQRSI. The MHC is DRB1_0404 with pseudo-sequence DRB1_0404. The binding affinity (normalized) is 0.710.